Dataset: Catalyst prediction with 721,799 reactions and 888 catalyst types from USPTO. Task: Predict which catalyst facilitates the given reaction. (1) Reactant: [CH3:1][S:2](Cl)(=[O:4])=[O:3].C(N(CC)C(C)C)(C)C.[NH2:15][CH:16]1[CH2:19][N:18]([C:20]([C:22]2[N:23]=[C:24]3[C:29]([C:30]([F:33])([F:32])[F:31])=[CH:28][C:27]([C:34]4[CH:35]=[N:36][NH:37][CH:38]=4)=[CH:26][N:25]3[C:39]=2[Br:40])=[O:21])[CH2:17]1.O. Product: [Br:40][C:39]1[N:25]2[CH:26]=[C:27]([C:34]3[CH:38]=[N:37][NH:36][CH:35]=3)[CH:28]=[C:29]([C:30]([F:33])([F:32])[F:31])[C:24]2=[N:23][C:22]=1[C:20]([N:18]1[CH2:19][CH:16]([NH:15][S:2]([CH3:1])(=[O:4])=[O:3])[CH2:17]1)=[O:21]. The catalyst class is: 3. (2) Reactant: C([O:3][C:4]([C:6]1[C:7](=[O:23])[O:8][C:9]2[C:14]([CH:15]=1)=[CH:13][CH:12]=[C:11]([O:16][CH2:17][CH2:18][F:19])[C:10]=2[CH2:20][CH2:21][CH3:22])=[O:5])C.[Li+].[OH-]. Product: [F:19][CH2:18][CH2:17][O:16][C:11]1[C:10]([CH2:20][CH2:21][CH3:22])=[C:9]2[C:14]([CH:15]=[C:6]([C:4]([OH:5])=[O:3])[C:7](=[O:23])[O:8]2)=[CH:13][CH:12]=1. The catalyst class is: 1. (3) Reactant: [F:1][C:2]1([F:28])[CH2:7][CH2:6][N:5]([C@H](C2C=CC=CC=2)C)[CH:4]([CH2:16][N:17]2[C:25](=[O:26])[C:24]3[C:19](=[CH:20][CH:21]=[CH:22][CH:23]=3)[C:18]2=[O:27])[CH2:3]1. Product: [F:28][C:2]1([F:1])[CH2:7][CH2:6][NH:5][CH:4]([CH2:16][N:17]2[C:18](=[O:27])[C:19]3[C:24](=[CH:23][CH:22]=[CH:21][CH:20]=3)[C:25]2=[O:26])[CH2:3]1. The catalyst class is: 285.